Task: Predict the reaction yield, written as a fraction of the theoretical maximum amount of product (1.0 means a 100% yield; for example, 0.34 means a 34% yield).. Dataset: Reaction yield outcomes from USPTO patents with 853,638 reactions (1) The reactants are [H-].[Na+].[N:3]1[C:12]2[C:7](=[CH:8][CH:9]=[CH:10][C:11]=2[OH:13])[CH:6]=[CH:5][CH:4]=1.Br[CH:15]([CH3:21])[C:16]([O:18][CH2:19][CH3:20])=[O:17]. The catalyst is CN(C=O)C.O. The product is [N:3]1[C:12]2[C:7](=[CH:8][CH:9]=[CH:10][C:11]=2[O:13][CH:15]([CH3:21])[C:16]([O:18][CH2:19][CH3:20])=[O:17])[CH:6]=[CH:5][CH:4]=1. The yield is 0.592. (2) The product is [Cl:1][C:2]1[CH:3]=[C:4]([N+:11]([O-:13])=[O:12])[CH:5]=[C:6]2[C:10]=1[NH:9][CH:8]=[CH:7]2. The catalyst is CC(C)=O. The yield is 0.790. The reactants are [Cl:1][C:2]1[CH:3]=[C:4]([N+:11]([O-:13])=[O:12])[CH:5]=[C:6]2[C:10]=1[NH:9][CH2:8][CH2:7]2.ClC1C(=O)C(C#N)=C(C#N)C(=O)C=1Cl.C(Cl)(Cl)Cl. (3) The reactants are Br[C:2]1[CH:3]=[CH:4][C:5]([F:11])=[C:6]2[C:10]=1[NH:9][CH:8]=[CH:7]2.C([Li])CCC.[C:17](=[O:19])=[O:18].O. The catalyst is C1COCC1.CCCCCC. The product is [F:11][C:5]1[CH:4]=[CH:3][C:2]([C:17]([OH:19])=[O:18])=[C:10]2[C:6]=1[CH:7]=[CH:8][NH:9]2. The yield is 0.800. (4) The reactants are [N:1]([C@H:4]1[CH2:28][CH2:27][C@@:26]2([CH3:29])[C:6](=[CH:7][CH2:8][C@@H:9]3[C@@H:25]2[CH2:24][CH2:23][C@@:22]2([CH3:30])[C@H:10]3[CH2:11][CH2:12][C@@H:13]2[C@H:14]([CH3:21])[CH2:15][CH2:16][CH2:17][CH:18]([CH3:20])[CH3:19])[CH2:5]1)=[N+]=[N-].[H-].[Al+3].[Li+].[H-].[H-].[H-]. The catalyst is C(OCC)C. The product is [NH2:1][C@H:4]1[CH2:28][CH2:27][C@@:26]2([CH3:29])[C:6](=[CH:7][CH2:8][C@@H:9]3[C@@H:25]2[CH2:24][CH2:23][C@@:22]2([CH3:30])[C@H:10]3[CH2:11][CH2:12][C@@H:13]2[C@H:14]([CH3:21])[CH2:15][CH2:16][CH2:17][CH:18]([CH3:20])[CH3:19])[CH2:5]1. The yield is 0.850. (5) The reactants are C(O[C:4](=[O:26])[C:5]([NH:7][C:8]1[C:13]([NH:14][CH2:15][C:16]2[C:21]([F:22])=[CH:20][CH:19]=[C:18]([F:23])[C:17]=2[Cl:24])=[N:12][C:11]([Br:25])=[CH:10][N:9]=1)=[O:6])C. The catalyst is COCCOCCOC. The product is [Br:25][C:11]1[N:12]=[C:13]2[N:14]([CH2:15][C:16]3[C:21]([F:22])=[CH:20][CH:19]=[C:18]([F:23])[C:17]=3[Cl:24])[C:4](=[O:26])[C:5](=[O:6])[NH:7][C:8]2=[N:9][CH:10]=1. The yield is 0.430. (6) The reactants are CC(C)([O-])C.[K+].[Cl:7][C:8]1[CH:9]=[CH:10][C:11]2[N:12]=[C:13]([NH2:23])[N:14]=[C:15](N3C=NC=N3)[C:16]=2[N:17]=1.[CH3:24][O:25][CH2:26][CH2:27][OH:28]. The catalyst is C(Cl)Cl. The product is [Cl:7][C:8]1[CH:9]=[CH:10][C:11]2[N:12]=[C:13]([NH2:23])[N:14]=[C:15]([O:28][CH2:27][CH2:26][O:25][CH3:24])[C:16]=2[N:17]=1. The yield is 0.900. (7) The reactants are [F:1][C:2]([F:48])([C:8]1(O)[C@H:13]([O:14][CH2:15][C:16]2[CH:21]=[CH:20][CH:19]=[CH:18][CH:17]=2)[C@@H:12]([O:22][CH2:23][C:24]2[CH:29]=[CH:28][CH:27]=[CH:26][CH:25]=2)[C@H:11]([O:30][CH2:31][C:32]2[CH:37]=[CH:36][CH:35]=[CH:34][CH:33]=2)[C@@H:10]([CH2:38][O:39][CH2:40][C:41]2[CH:46]=[CH:45][CH:44]=[CH:43][CH:42]=2)[O:9]1)[C:3]([O:5][CH2:6][CH3:7])=[O:4].N1C=CC=CC=1.S(Cl)([Cl:57])=O. The catalyst is C(Cl)Cl. The product is [F:1][C:2]([F:48])([C:8]1([Cl:57])[C@H:13]([O:14][CH2:15][C:16]2[CH:21]=[CH:20][CH:19]=[CH:18][CH:17]=2)[C@@H:12]([O:22][CH2:23][C:24]2[CH:29]=[CH:28][CH:27]=[CH:26][CH:25]=2)[C@H:11]([O:30][CH2:31][C:32]2[CH:37]=[CH:36][CH:35]=[CH:34][CH:33]=2)[C@@H:10]([CH2:38][O:39][CH2:40][C:41]2[CH:46]=[CH:45][CH:44]=[CH:43][CH:42]=2)[O:9]1)[C:3]([O:5][CH2:6][CH3:7])=[O:4]. The yield is 0.590. (8) The reactants are Br[C:2]1[N:7]=[C:6]2[S:8][C:9]([CH2:11][O:12][C:13]3[C:14]([F:23])=[C:15]([C:19]([F:22])=[CH:20][CH:21]=3)[C:16]([NH2:18])=[O:17])=[N:10][C:5]2=[CH:4][CH:3]=1.[CH3:24][N:25]1[CH:29]=[CH:28][CH:27]=[C:26]1[Sn](CCCC)(CCCC)CCCC.O. The catalyst is CN(C=O)C.[Pd].C1(P(C2C=CC=CC=2)C2C=CC=CC=2)C=CC=CC=1.C1(P(C2C=CC=CC=2)C2C=CC=CC=2)C=CC=CC=1.C1(P(C2C=CC=CC=2)C2C=CC=CC=2)C=CC=CC=1.C1(P(C2C=CC=CC=2)C2C=CC=CC=2)C=CC=CC=1. The product is [F:23][C:14]1[C:13]([O:12][CH2:11][C:9]2[S:8][C:6]3[C:5]([N:10]=2)=[CH:4][CH:3]=[C:2]([C:26]2[N:25]([CH3:24])[CH:29]=[CH:28][CH:27]=2)[N:7]=3)=[CH:21][CH:20]=[C:19]([F:22])[C:15]=1[C:16]([NH2:18])=[O:17]. The yield is 0.320. (9) The catalyst is [Pd].C(O)C. The yield is 0.980. The reactants are [CH:1]1([C@H:7]([NH:15][C:16]([C:18]2[CH:23]=[CH:22][C:21]([C:24]3[CH:29]=[CH:28][C:27]([O:30][CH3:31])=[CH:26][CH:25]=3)=[CH:20][C:19]=2[N+:32]([O-])=O)=[O:17])[C:8]([O:10][C:11]([CH3:14])([CH3:13])[CH3:12])=[O:9])[CH2:6][CH2:5][CH2:4][CH2:3][CH2:2]1. The product is [NH2:32][C:19]1[CH:20]=[C:21]([C:24]2[CH:29]=[CH:28][C:27]([O:30][CH3:31])=[CH:26][CH:25]=2)[CH:22]=[CH:23][C:18]=1[C:16]([NH:15][C@@H:7]([CH:1]1[CH2:6][CH2:5][CH2:4][CH2:3][CH2:2]1)[C:8]([O:10][C:11]([CH3:14])([CH3:13])[CH3:12])=[O:9])=[O:17]. (10) The yield is 0.462. The product is [CH2:23]([O:20][C:16]1[C:17](=[O:19])[CH:18]=[C:13]([CH2:12][NH:11][S:8]([C:5]2[CH:6]=[CH:7][C:2]([Cl:1])=[CH:3][CH:4]=2)(=[O:10])=[O:9])[O:14][C:15]=1[CH2:21][OH:22])[C:24]1[CH:29]=[CH:28][CH:27]=[CH:26][CH:25]=1. No catalyst specified. The reactants are [Cl:1][C:2]1[CH:7]=[CH:6][C:5]([S:8]([NH:11][CH2:12][C:13]2[O:14][C:15]([CH2:21][OH:22])=[C:16]([OH:20])[C:17](=[O:19])[CH:18]=2)(=[O:10])=[O:9])=[CH:4][CH:3]=1.[CH2:23](OC1C(=O)C=C(CNS(C2C=CC=CC=2)(=O)=O)OC=1CO)[C:24]1[CH:29]=[CH:28][CH:27]=[CH:26][CH:25]=1.